From a dataset of In vitro SARS-CoV-2 activity screen of 1,480 approved drugs from Prestwick library. Binary Classification. Given a drug SMILES string, predict its activity (active/inactive) in a high-throughput screening assay against a specified biological target. (1) The drug is CC[N+]1(CC)CCC(=C(c2ccccc2)c2ccccc2)C1C.[Br-]. The result is 0 (inactive). (2) The compound is CCC1=C(C)CN(C(=O)NCCc2ccc(S(=O)(=O)NC(=O)NC3CCC(C)CC3)cc2)C1=O. The result is 0 (inactive). (3) The drug is CN1CCN(C2=Nc3ccccc3Oc3ccc(Cl)cc32)CC1.O=C(O)CCC(=O)O. The result is 0 (inactive). (4) The molecule is Oc1ccc(C2CNCCc3c2cc(O)c(O)c3Cl)cc1. The result is 1 (active). (5) The molecule is CC(CN1c2ccccc2Sc2ccccc21)N(C)C.Cl. The result is 0 (inactive). (6) The drug is CC(C)C[C@@H](NC(=O)[C@H](C)NC(=O)CNC(=O)[C@@H](NC=O)C(C)C)C(=O)N[C@@H](C)C(=O)N[C@@H](C(=O)N[C@H](C(=O)N[C@H](C(=O)N[C@@H](Cc1c[nH]c2ccccc12)C(=O)N[C@H](CC(C)C)C(=O)N[C@@H](Cc1c[nH]c2ccccc12)C(=O)N[C@H](CC(C)C)C(=O)N[C@@H](Cc1c[nH]c2ccccc12)C(=O)N[C@H](CC(C)C)C(=O)N[C@@H](Cc1c[nH]c2ccccc12)C(=O)NCCO)C(C)C)C(C)C)C(C)C. The result is 0 (inactive). (7) The molecule is Cc1onc(-c2c(F)cccc2Cl)c1C(=O)N[C@@H]1C(=O)N2[C@@H](C(=O)[O-])C(C)(C)S[C@H]12.[Na+]. The result is 0 (inactive).